From a dataset of Merck oncology drug combination screen with 23,052 pairs across 39 cell lines. Regression. Given two drug SMILES strings and cell line genomic features, predict the synergy score measuring deviation from expected non-interaction effect. (1) Drug 1: Nc1ccn(C2OC(CO)C(O)C2(F)F)c(=O)n1. Drug 2: Cn1cc(-c2cnn3c(N)c(Br)c(C4CCCNC4)nc23)cn1. Cell line: HT29. Synergy scores: synergy=62.7. (2) Synergy scores: synergy=74.8. Cell line: NCIH23. Drug 1: O=C(NOCC(O)CO)c1ccc(F)c(F)c1Nc1ccc(I)cc1F. Drug 2: Cc1nc(Nc2ncc(C(=O)Nc3c(C)cccc3Cl)s2)cc(N2CCN(CCO)CC2)n1. (3) Drug 1: C#Cc1cccc(Nc2ncnc3cc(OCCOC)c(OCCOC)cc23)c1. Drug 2: Cn1c(=O)n(-c2ccc(C(C)(C)C#N)cc2)c2c3cc(-c4cnc5ccccc5c4)ccc3ncc21. Cell line: KPL1. Synergy scores: synergy=31.2. (4) Drug 1: CN1C(=O)C=CC2(C)C3CCC4(C)C(NC(=O)OCC(F)(F)F)CCC4C3CCC12. Drug 2: COC1CC2CCC(C)C(O)(O2)C(=O)C(=O)N2CCCCC2C(=O)OC(C(C)CC2CCC(OP(C)(C)=O)C(OC)C2)CC(=O)C(C)C=C(C)C(O)C(OC)C(=O)C(C)CC(C)C=CC=CC=C1C. Cell line: COLO320DM. Synergy scores: synergy=3.61. (5) Drug 1: O=S1(=O)NC2(CN1CC(F)(F)F)C1CCC2Cc2cc(C=CCN3CCC(C(F)(F)F)CC3)ccc2C1. Drug 2: COC1=C2CC(C)CC(OC)C(O)C(C)C=C(C)C(OC(N)=O)C(OC)C=CC=C(C)C(=O)NC(=CC1=O)C2=O. Cell line: NCIH23. Synergy scores: synergy=-2.67. (6) Drug 1: CN1C(=O)C=CC2(C)C3CCC4(C)C(NC(=O)OCC(F)(F)F)CCC4C3CCC12. Drug 2: CC(C)CC(NC(=O)C(Cc1ccccc1)NC(=O)c1cnccn1)B(O)O. Cell line: DLD1. Synergy scores: synergy=17.6.